From a dataset of Reaction yield outcomes from USPTO patents with 853,638 reactions. Predict the reaction yield, written as a fraction of the theoretical maximum amount of product (1.0 means a 100% yield; for example, 0.34 means a 34% yield). The reactants are [C:1]([C:4]1[CH:27]=[CH:26][C:7]2[N:8]([C:11]3[CH:16]=[CH:15][CH:14]=[C:13]([N:17]4[CH2:22][CH2:21][N:20](C(=O)C)[CH2:19][CH2:18]4)[CH:12]=3)[CH:9]=[N:10][C:6]=2[CH:5]=1)(=[O:3])[CH3:2].[OH-].[Na+]. The catalyst is C(COC)OC. The product is [C:1]([C:4]1[CH:27]=[CH:26][C:7]2[N:8]([C:11]3[CH:16]=[CH:15][CH:14]=[C:13]([N:17]4[CH2:22][CH2:21][NH:20][CH2:19][CH2:18]4)[CH:12]=3)[CH:9]=[N:10][C:6]=2[CH:5]=1)(=[O:3])[CH3:2]. The yield is 0.650.